The task is: Predict the reactants needed to synthesize the given product.. This data is from Full USPTO retrosynthesis dataset with 1.9M reactions from patents (1976-2016). (1) Given the product [CH2:51]([O:53][P:54]([CH:59]([F:63])[C:60]([NH:20][C:17]1[CH:18]=[C:19]2[C:14](=[CH:15][C:16]=1[O:21][C@H:22]1[CH2:26][CH2:25][O:24][CH2:23]1)[N:13]=[CH:12][N:11]=[C:10]2[NH:9][C:4]1[CH:5]=[CH:6][C:7]([F:8])=[C:2]([Cl:1])[CH:3]=1)=[O:61])(=[O:55])[O:56][CH2:57][CH3:58])[CH3:52], predict the reactants needed to synthesize it. The reactants are: [Cl:1][C:2]1[CH:3]=[C:4]([NH:9][C:10]2[C:19]3[C:14](=[CH:15][C:16]([O:21][C@H:22]4[CH2:26][CH2:25][O:24][CH2:23]4)=[C:17]([NH2:20])[CH:18]=3)[N:13]=[CH:12][N:11]=2)[CH:5]=[CH:6][C:7]=1[F:8].CN(C(ON1N=NC2C=CC=NC1=2)=[N+](C)C)C.F[P-](F)(F)(F)(F)F.[CH2:51]([O:53][P:54]([CH:59]([F:63])[C:60](O)=[O:61])([O:56][CH2:57][CH3:58])=[O:55])[CH3:52].C(N(C(C)C)CC)(C)C. (2) Given the product [F:1][C:2]1[CH:7]=[CH:6][C:5]([N:8]2[C:12]([CH3:13])=[C:11]([C:14]([O:16][CH3:23])=[O:15])[N:10]=[N:9]2)=[CH:4][CH:3]=1, predict the reactants needed to synthesize it. The reactants are: [F:1][C:2]1[CH:7]=[CH:6][C:5]([N:8]2[C:12]([CH3:13])=[C:11]([C:14]([OH:16])=[O:15])[N:10]=[N:9]2)=[CH:4][CH:3]=1.OS(O)(=O)=O.O.[CH3:23]O. (3) Given the product [Cl:16][C:17]1[CH:23]=[CH:22][C:20]([NH:21][C:13]([CH:11]2[CH2:10][S:9][C:8]([C:5]3[CH:4]=[CH:3][C:2]([Cl:1])=[CH:7][CH:6]=3)=[N:12]2)=[O:15])=[CH:19][CH:18]=1, predict the reactants needed to synthesize it. The reactants are: [Cl:1][C:2]1[CH:7]=[CH:6][C:5]([C:8]2[S:9][CH2:10][CH:11]([C:13]([OH:15])=O)[N:12]=2)=[CH:4][CH:3]=1.[Cl:16][C:17]1[CH:23]=[CH:22][C:20]([NH2:21])=[CH:19][CH:18]=1.CCN(C(C)C)C(C)C.C1CN([P+](Br)(N2CCCC2)N2CCCC2)CC1.F[P-](F)(F)(F)(F)F. (4) Given the product [NH2:2][C:5]1[C:6]2[N:16]=[C:15]3[CH2:17][N:18]([C:21]([O:23][C:24]([CH3:27])([CH3:26])[CH3:25])=[O:22])[CH2:19][CH2:20][N:14]3[C:7]=2[C:8]2[C:13](=[CH:12][CH:11]=[CH:10][CH:9]=2)[N:4]=1, predict the reactants needed to synthesize it. The reactants are: [OH-].[NH4+:2].[O-][N+:4]1[C:13]2[C:8](=[CH:9][CH:10]=[CH:11][CH:12]=2)[C:7]2[N:14]3[CH2:20][CH2:19][N:18]([C:21]([O:23][C:24]([CH3:27])([CH3:26])[CH3:25])=[O:22])[CH2:17][C:15]3=[N:16][C:6]=2[CH:5]=1.C1(C)C=CC(S(Cl)(=O)=O)=CC=1.